Predict the reaction yield, written as a fraction of the theoretical maximum amount of product (1.0 means a 100% yield; for example, 0.34 means a 34% yield). From a dataset of Reaction yield outcomes from USPTO patents with 853,638 reactions. (1) The reactants are [O:1]=[S:2]1(=[O:27])[CH2:7][CH2:6][CH:5]([C:8]2[C:16]3[C:11](=[C:12]([C:24]([NH2:26])=[O:25])[CH:13]=[C:14]([C:17]4[CH:21]=[C:20]([CH:22]=O)[S:19][CH:18]=4)[CH:15]=3)[NH:10][CH:9]=2)[CH2:4][CH2:3]1.CO.[NH:30]1[CH2:33][CH2:32][CH2:31]1.C([BH3-])#N.[Na+]. The catalyst is CS(C)=O.C(O)(=O)C. The product is [N:30]1([CH2:22][C:20]2[S:19][CH:18]=[C:17]([C:14]3[CH:15]=[C:16]4[C:11](=[C:12]([C:24]([NH2:26])=[O:25])[CH:13]=3)[NH:10][CH:9]=[C:8]4[CH:5]3[CH2:6][CH2:7][S:2](=[O:1])(=[O:27])[CH2:3][CH2:4]3)[CH:21]=2)[CH2:33][CH2:32][CH2:31]1. The yield is 0.0900. (2) The reactants are [CH3:1][O:2][C:3]1[CH:30]=[C:29]([O:31][CH3:32])[CH:28]=[CH:27][C:4]=1[CH2:5][N:6]1[C:14](=O)[C:13]2[C:8](=[CH:9][CH:10]=[CH:11][C:12]=2[O:16][CH2:17][CH2:18][CH2:19][N:20]2[CH2:25][CH2:24][O:23][CH2:22][CH2:21]2)[C:7]1=O.[H-].[Al+3].[Li+].[H-].[H-].[H-].C1COCC1. No catalyst specified. The product is [CH3:1][O:2][C:3]1[CH:30]=[C:29]([O:31][CH3:32])[CH:28]=[CH:27][C:4]=1[CH2:5][N:6]1[CH2:14][C:13]2[C:8](=[CH:9][CH:10]=[CH:11][C:12]=2[O:16][CH2:17][CH2:18][CH2:19][N:20]2[CH2:25][CH2:24][O:23][CH2:22][CH2:21]2)[CH2:7]1. The yield is 0.830. (3) The reactants are [C:1](O)([C:3](F)(F)F)=[O:2].CC([N:12]([CH2:16][C:17]1[CH:22]=[CH:21][CH:20]=[C:19]([CH2:23][N:24]2[C:32]3[C:27](=[C:28]([C:33]#[N:34])[CH:29]=[CH:30][CH:31]=3)[C:26]([NH:35][S:36]([C:39]3[S:40][C:41]([Cl:44])=[CH:42][CH:43]=3)(=[O:38])=[O:37])=[N:25]2)[CH:18]=1)C(=O)[O-])(C)C.C(N(CC)CC)C.C(OC(=O)C)(=O)C. The catalyst is C(Cl)Cl.O. The product is [Cl:44][C:41]1[S:40][C:39]([S:36]([NH:35][C:26]2[C:27]3[C:32](=[CH:31][CH:30]=[CH:29][C:28]=3[C:33]#[N:34])[N:24]([CH2:23][C:19]3[CH:18]=[C:17]([CH2:16][NH:12][C:1](=[O:2])[CH3:3])[CH:22]=[CH:21][CH:20]=3)[N:25]=2)(=[O:37])=[O:38])=[CH:43][CH:42]=1. The yield is 0.0700.